Dataset: Full USPTO retrosynthesis dataset with 1.9M reactions from patents (1976-2016). Task: Predict the reactants needed to synthesize the given product. (1) Given the product [Cl:12][C:13]1[CH:14]=[CH:15][C:16]2[N:17]([C:19]([CH2:2][N:3]3[CH2:7][CH:6]([CH2:8][CH2:9][CH3:10])[CH2:5][C:4]3=[O:11])=[C:20]([C:22]3[CH:27]=[CH:26][C:25]([CH3:28])=[CH:24][CH:23]=3)[N:21]=2)[CH:18]=1, predict the reactants needed to synthesize it. The reactants are: O[CH2:2][N:3]1[CH2:7][CH:6]([CH2:8][CH2:9][CH3:10])[CH2:5][C:4]1=[O:11].[Cl:12][C:13]1[CH:14]=[CH:15][C:16]2[N:17]([CH:19]=[C:20]([C:22]3[CH:27]=[CH:26][C:25]([CH3:28])=[CH:24][CH:23]=3)[N:21]=2)[CH:18]=1. (2) Given the product [I:23][C:11]1[CH:10]=[C:9]([C:6]2[CH:7]=[N:8][C:3]([C:2]([F:1])([F:16])[F:17])=[CH:4][CH:5]=2)[CH:14]=[CH:13][C:12]=1[OH:15], predict the reactants needed to synthesize it. The reactants are: [F:1][C:2]([F:17])([F:16])[C:3]1[N:8]=[CH:7][C:6]([C:9]2[CH:14]=[CH:13][C:12]([OH:15])=[CH:11][CH:10]=2)=[CH:5][CH:4]=1.S(=O)(=O)(O)O.[I:23]N1C(=O)CCC1=O. (3) Given the product [C:21]([C:18]1[O:17][C:16]([C:14]([NH:13][C:9]2[CH:8]=[C:7]([CH:6]=[CH:5][C:4]([OH:29])=[O:3])[CH:12]=[CH:11][CH:10]=2)=[O:15])=[CH:20][CH:19]=1)(=[O:28])[C:22]1[CH:27]=[CH:26][CH:25]=[CH:24][CH:23]=1, predict the reactants needed to synthesize it. The reactants are: C([O:3][C:4](=[O:29])[CH:5]=[CH:6][C:7]1[CH:12]=[CH:11][CH:10]=[C:9]([NH:13][C:14]([C:16]2[O:17][C:18]([C:21](=[O:28])[C:22]3[CH:27]=[CH:26][CH:25]=[CH:24][CH:23]=3)=[CH:19][CH:20]=2)=[O:15])[CH:8]=1)C.[OH-].[Na+]. (4) The reactants are: Cl[C:2]1[C:3](=[O:17])[N:4]([CH:9]([C:11]2[CH:16]=[CH:15][CH:14]=[CH:13][CH:12]=2)[CH3:10])[N:5]=[CH:6][C:7]=1Cl.[C:18](=[O:21])([O-])[O-].[Na+].[Na+].[OH:24][C:25]1[CH:30]=[CH:29][C:28](B(O)O)=[CH:27][CH:26]=1. Given the product [OH:24][C:25]1[CH:30]=[CH:29][C:28]([C:2]2[C:3](=[O:17])[N:4]([CH:9]([C:11]3[CH:16]=[CH:15][CH:14]=[CH:13][CH:12]=3)[CH3:10])[N:5]=[CH:6][C:7]=2[C:11]2[CH:12]=[CH:13][C:18]([OH:21])=[CH:10][CH:9]=2)=[CH:27][CH:26]=1, predict the reactants needed to synthesize it.